Dataset: Forward reaction prediction with 1.9M reactions from USPTO patents (1976-2016). Task: Predict the product of the given reaction. (1) The product is: [F:1][C:2]1[CH:9]=[CH:8][C:5](/[CH:6]=[C:23]2/[C:21](=[O:22])[N:20]=[C:18]([N:11]3[CH2:16][CH2:15][CH2:14][CH2:13][CH2:12]3)[S:17]/2)=[C:4]([OH:10])[CH:3]=1. Given the reactants [F:1][C:2]1[CH:9]=[CH:8][C:5]([CH:6]=O)=[C:4]([OH:10])[CH:3]=1.[NH:11]1[CH2:16][CH2:15][CH2:14][CH2:13][CH2:12]1.[S:17]1[CH2:23][C:21](=[O:22])[NH:20][C:18]1=S, predict the reaction product. (2) Given the reactants O[C:2]1[C:11]2[C:6](=[CH:7][CH:8]=[C:9]([Br:12])[CH:10]=2)[C:5]2[O:13][C:14]3[CH:19]=[CH:18][CH:17]=[CH:16][C:15]=3[C:4]=2[N:3]=1.[Cl:20]C1C=C2C(C3OC4C=CC=CC=4C=3N=C2O)=CC=1, predict the reaction product. The product is: [Br:12][C:9]1[CH:10]=[C:11]2[C:6]([C:5]3[O:13][C:14]4[CH:19]=[CH:18][CH:17]=[CH:16][C:15]=4[C:4]=3[N:3]=[C:2]2[Cl:20])=[CH:7][CH:8]=1. (3) Given the reactants C1C=CC(P(C2C=CC=CC=2)C2C=CC=CC=2)=CC=1.CC(OC(/N=N/C(OC(C)C)=O)=O)C.[C:34]1(=[O:44])[NH:38][C:37](=[O:39])[C:36]2=[CH:40][CH:41]=[CH:42][CH:43]=[C:35]12.[Cl:45][C:46]1[C:51]([O:52][CH3:53])=[CH:50][C:49]([O:54][CH3:55])=[C:48]([Cl:56])[C:47]=1[C:57]1[CH:58]=[C:59]2[C:64](=[CH:65][CH:66]=1)[N:63]=[C:62]([NH:67][C@H:68]1[C@H:72](O)[CH2:71][C@@H:70]([C:74]([O:76][CH3:77])=[O:75])[CH2:69]1)[N:61]=[CH:60]2, predict the reaction product. The product is: [Cl:56][C:48]1[C:49]([O:54][CH3:55])=[CH:50][C:51]([O:52][CH3:53])=[C:46]([Cl:45])[C:47]=1[C:57]1[CH:58]=[C:59]2[C:64](=[CH:65][CH:66]=1)[N:63]=[C:62]([NH:67][C@H:68]1[C@@H:72]([N:38]3[C:34](=[O:44])[C:35]4[C:36](=[CH:40][CH:41]=[CH:42][CH:43]=4)[C:37]3=[O:39])[CH2:71][CH:70]([C:74]([O:76][CH3:77])=[O:75])[CH2:69]1)[N:61]=[CH:60]2. (4) Given the reactants [CH2:1]([N:3]([CH2:27][CH3:28])[C:4]1[C:5]([N+:24]([O-])=O)=[CH:6][C:7]([N+:21]([O-])=O)=[C:8]([NH:10][C:11](=O)[C:12]2[CH:17]=[CH:16][CH:15]=[CH:14][C:13]=2[O:18][CH3:19])[CH:9]=1)[CH3:2].C([O-])=O.[NH4+], predict the reaction product. The product is: [NH2:24][C:5]1[C:4]([N:3]([CH2:27][CH3:28])[CH2:1][CH3:2])=[CH:9][C:8]2[NH:10][C:11]([C:12]3[CH:17]=[CH:16][CH:15]=[CH:14][C:13]=3[O:18][CH3:19])=[N:21][C:7]=2[CH:6]=1. (5) Given the reactants [Cl:1][C:2]1[CH:3]=[C:4]([NH:12][C@H:13]([CH3:17])[C:14](O)=[O:15])[CH:5]=[CH:6][C:7]=1[C:8]([F:11])([F:10])[F:9], predict the reaction product. The product is: [Cl:1][C:2]1[CH:3]=[C:4]([NH:12][C@H:13]([CH3:17])[CH2:14][OH:15])[CH:5]=[CH:6][C:7]=1[C:8]([F:11])([F:10])[F:9]. (6) The product is: [C:11]([O:14][CH2:15][C:16]1[CH:21]=[CH:20][CH:19]=[C:18]([CH2:22][CH2:23][CH2:24][CH:25]=[O:26])[C:17]=1[Br:27])(=[O:13])[CH3:12]. Given the reactants C(Cl)(=O)C(Cl)=O.CS(C)=O.[C:11]([O:14][CH2:15][C:16]1[CH:21]=[CH:20][CH:19]=[C:18]([CH2:22][CH2:23][CH2:24][CH2:25][OH:26])[C:17]=1[Br:27])(=[O:13])[CH3:12], predict the reaction product.